From a dataset of Catalyst prediction with 721,799 reactions and 888 catalyst types from USPTO. Predict which catalyst facilitates the given reaction. Reactant: Br[CH:2]1[CH2:10][C:9]2[C:4](=[CH:5][C:6]([O:13][CH3:14])=[C:7]([O:11][CH3:12])[CH:8]=2)[C:3]1=[O:15].P(OCC)(OCC)OCC.[CH2:26]([N:33]1[CH2:38][CH2:37][CH:36]([CH:39]=O)[CH2:35][CH2:34]1)[C:27]1[CH:32]=[CH:31][CH:30]=[CH:29][CH:28]=1.C([N-]C(C)C)(C)C.[Li+]. Product: [CH3:12][O:11][C:7]1[CH:8]=[C:9]2[CH2:10][CH:2]([CH2:39][CH:36]3[CH2:35][CH2:34][N:33]([CH2:26][C:27]4[CH:28]=[CH:29][CH:30]=[CH:31][CH:32]=4)[CH2:38][CH2:37]3)[C:3](=[O:15])[C:4]2=[CH:5][C:6]=1[O:13][CH3:14]. The catalyst class is: 304.